From a dataset of Forward reaction prediction with 1.9M reactions from USPTO patents (1976-2016). Predict the product of the given reaction. (1) Given the reactants [Cl:1][C:2]1[C:10]([Cl:11])=[CH:9][CH:8]=[CH:7][C:3]=1[C:4]([OH:6])=O.[F:12][C:13]([F:32])([F:31])[C:14]1([CH2:17][CH:18]([C:21]2[CH:22]=[CH:23][C:24]([C:27]([F:30])([F:29])[F:28])=[N:25][CH:26]=2)[CH2:19][NH2:20])[CH2:16][CH2:15]1, predict the reaction product. The product is: [Cl:1][C:2]1[C:10]([Cl:11])=[CH:9][CH:8]=[CH:7][C:3]=1[C:4]([NH:20][CH2:19][CH:18]([C:21]1[CH:22]=[CH:23][C:24]([C:27]([F:30])([F:28])[F:29])=[N:25][CH:26]=1)[CH2:17][C:14]1([C:13]([F:12])([F:31])[F:32])[CH2:16][CH2:15]1)=[O:6]. (2) The product is: [CH2:3]([C:10]1[CH:11]=[CH:12][C:13]([O:14][CH2:15][CH2:16][CH2:17][N:18]2[C:22]([CH3:23])=[CH:21][CH:20]=[C:19]2[C:24]2[CH:25]=[CH:26][C:27]([O:28][C@H:29]([CH2:33][C:34]3[CH:35]=[CH:36][CH:37]=[CH:38][CH:39]=3)[C:30]([O-:32])=[O:31])=[CH:40][CH:41]=2)=[CH:42][CH:43]=1)[C:4]1[CH:5]=[CH:6][CH:7]=[CH:8][CH:9]=1.[Na+:2]. Given the reactants [OH-].[Na+:2].[CH2:3]([C:10]1[CH:43]=[CH:42][C:13]([O:14][CH2:15][CH2:16][CH2:17][N:18]2[C:22]([CH3:23])=[CH:21][CH:20]=[C:19]2[C:24]2[CH:41]=[CH:40][C:27]([O:28][C@H:29]([CH2:33][C:34]3[CH:39]=[CH:38][CH:37]=[CH:36][CH:35]=3)[C:30]([OH:32])=[O:31])=[CH:26][CH:25]=2)=[CH:12][CH:11]=1)[C:4]1[CH:9]=[CH:8][CH:7]=[CH:6][CH:5]=1, predict the reaction product. (3) The product is: [ClH:10].[C:11]([Cl:10])(=[O:12])[O:9][C@@H:3]1[CH:4]2[CH2:7][CH2:8][N:1]([CH2:6][CH2:5]2)[CH2:2]1. Given the reactants [N:1]12[CH2:8][CH2:7][CH:4]([CH2:5][CH2:6]1)[C@@H:3]([OH:9])[CH2:2]2.[Cl:10][C:11](OC(Cl)(Cl)Cl)=[O:12], predict the reaction product. (4) Given the reactants [N:1]([C@:4]1([OH:15])[C@H:10]([OH:11])[C@@H:9]([CH2:12][OH:13])[O:8][CH:6]([OH:7])[C@@H:5]1[OH:14])=[N+]=[N-].[H][H], predict the reaction product. The product is: [NH2:1][C@:4]1([OH:15])[C@H:10]([OH:11])[C@@H:9]([CH2:12][OH:13])[O:8][CH:6]([OH:7])[C@@H:5]1[OH:14]. (5) The product is: [O:1]=[S:2]1(=[O:37])[C:8]2[CH:9]=[C:10]([O:20][CH2:45][C:44](=[O:55])[NH:43][CH:42]([C:41]([OH:40])=[O:50])[C:67]3[CH:68]=[CH:69][CH:70]=[CH:71][CH:72]=3)[C:11]([S:13][CH2:14][C:15]([OH:17])=[O:16])=[CH:12][C:7]=2[N:6]([C:25]2[CH:30]=[CH:29][CH:28]=[CH:27][CH:26]=2)[CH2:5][C:4]([CH2:33][CH2:34][CH2:35][CH3:36])([CH2:31][CH3:32])[CH2:3]1. Given the reactants [O:1]=[S:2]1(=[O:37])[C:8]2[CH:9]=[C:10]([O:20]CC(O)=O)[C:11]([S:13][CH2:14][C:15]([O:17]CC)=[O:16])=[CH:12][C:7]=2[N:6]([C:25]2[CH:30]=[CH:29][CH:28]=[CH:27][CH:26]=2)[CH2:5][C:4]([CH2:33][CH2:34][CH2:35][CH3:36])([CH2:31][CH3:32])[CH2:3]1.Cl.C[O:40][C:41](=[O:50])[CH2:42][NH:43][C:44]1C=CC=C[CH:45]=1.CN1CC[O:55]CC1.CN(C(ON1N=N[C:68]2[CH:69]=[CH:70][CH:71]=[CH:72][C:67]1=2)=[N+](C)C)C.[B-](F)(F)(F)F, predict the reaction product. (6) Given the reactants [CH:1]1([CH2:4][O:5][C:6]2[CH:14]=[CH:13][C:9]3[O:10][CH2:11][O:12][C:8]=3[C:7]=2[C:15]2[C:16]3[NH:23][C:22]([CH3:24])=[C:21]([C:25]([OH:27])=O)[C:17]=3[N:18]=[CH:19][N:20]=2)[CH2:3][CH2:2]1.CCN(C(C)C)C(C)C.[NH2:37][C@@H:38]([C:49]([N:51]1[CH2:56][CH2:55][CH:54]([N:57]2[N:66]=[C:65]([C:67]3[CH:72]=[CH:71][C:70]([O:73][CH3:74])=[C:69]([O:75][CH3:76])[CH:68]=3)[C@@H:64]3[C@@H:59]([CH2:60][CH2:61][CH2:62][CH2:63]3)[C:58]2=[O:77])[CH2:53][CH2:52]1)=[O:50])[CH2:39][C:40]1[CH:48]=[CH:47][C:43]([C:44]([NH2:46])=[O:45])=[CH:42][CH:41]=1.CCOC(C(C#N)=NOC(N1CCOCC1)=[N+](C)C)=O.F[P-](F)(F)(F)(F)F.C(=O)(O)[O-].[Na+], predict the reaction product. The product is: [C:44]([C:43]1[CH:42]=[CH:41][C:40]([CH2:39][C@@H:38]([NH:37][C:25]([C:21]2[C:17]3[N:18]=[CH:19][N:20]=[C:15]([C:7]4[C:8]5[O:12][CH2:11][O:10][C:9]=5[CH:13]=[CH:14][C:6]=4[O:5][CH2:4][CH:1]4[CH2:2][CH2:3]4)[C:16]=3[NH:23][C:22]=2[CH3:24])=[O:27])[C:49]([N:51]2[CH2:56][CH2:55][CH:54]([N:57]3[N:66]=[C:65]([C:67]4[CH:72]=[CH:71][C:70]([O:73][CH3:74])=[C:69]([O:75][CH3:76])[CH:68]=4)[C@@H:64]4[C@@H:59]([CH2:60][CH2:61][CH2:62][CH2:63]4)[C:58]3=[O:77])[CH2:53][CH2:52]2)=[O:50])=[CH:48][CH:47]=1)(=[O:45])[NH2:46]. (7) Given the reactants ClC1N(C2C=CC=CC=2)N=C(C)C=1C=O.N1C2C(=CC=CN=2)C=C1.[Cl:25][C:26]1[N:30]([C:31]2[CH:36]=[CH:35][CH:34]=[CH:33][CH:32]=2)[N:29]=[C:28]([CH3:37])[C:27]=1[CH:38](OC)[C:39]1[C:47]2[C:42](=[N:43][CH:44]=[CH:45][CH:46]=2)[NH:41][CH:40]=1, predict the reaction product. The product is: [Cl:25][C:26]1[N:30]([C:31]2[CH:32]=[CH:33][CH:34]=[CH:35][CH:36]=2)[N:29]=[C:28]([CH3:37])[C:27]=1[CH2:38][C:39]1[C:47]2[C:42](=[N:43][CH:44]=[CH:45][CH:46]=2)[NH:41][CH:40]=1. (8) Given the reactants [CH:1]1([C:4]([N:6]2[CH2:11][CH2:10][N:9]([C:12]([C:14]3[CH:15]=[C:16]([CH:21]=[CH:22][CH:23]=3)[C:17]([O:19]C)=[O:18])=[O:13])[CH2:8][CH2:7]2)=[O:5])[CH2:3][CH2:2]1.O.[OH-].[Li+].Cl, predict the reaction product. The product is: [CH:1]1([C:4]([N:6]2[CH2:11][CH2:10][N:9]([C:12]([C:14]3[CH:15]=[C:16]([CH:21]=[CH:22][CH:23]=3)[C:17]([OH:19])=[O:18])=[O:13])[CH2:8][CH2:7]2)=[O:5])[CH2:2][CH2:3]1. (9) Given the reactants [F:1][C:2]1[CH:3]=[C:4]([CH2:12][C:13]([O:15]C(C)(C)C)=[O:14])[CH:5]=[C:6]([F:11])[C:7]=1[N+:8]([O-:10])=[O:9].C(O)(C(F)(F)F)=O, predict the reaction product. The product is: [F:1][C:2]1[CH:3]=[C:4]([CH2:12][C:13]([OH:15])=[O:14])[CH:5]=[C:6]([F:11])[C:7]=1[N+:8]([O-:10])=[O:9].